From a dataset of Forward reaction prediction with 1.9M reactions from USPTO patents (1976-2016). Predict the product of the given reaction. The product is: [CH3:1][O:2][C:3](=[O:60])[NH:4][CH:5]([C:9]([N:11]1[CH2:15][CH2:14][CH2:13][CH:12]1[C:16]1[NH:17][C:18]([C:21]2[CH:30]=[CH:29][C:28]3[C:23](=[CH:24][CH:25]=[C:26]([C:31]4[CH:36]=[CH:35][C:34]([C:37]5[NH:38][C:39]([CH:42]6[CH2:46][CH:45]([C:47]#[N:48])[CH2:44][N:43]6[C:49](=[O:59])[CH:50]([NH:54][C:55]([O:57][CH3:58])=[O:56])[C:51]6[CH:53]=[CH:68][CH:64]=[CH:65][CH:52]=6)=[N:40][CH:41]=5)=[CH:33][CH:32]=4)[CH:27]=3)[CH:22]=2)=[CH:19][N:20]=1)=[O:10])[CH:6]([CH3:8])[CH3:7]. Given the reactants [CH3:1][O:2][C:3](=[O:60])[NH:4][CH:5]([C:9]([N:11]1[CH2:15][CH2:14][CH2:13][CH:12]1[C:16]1[NH:17][C:18]([C:21]2[CH:30]=[CH:29][C:28]3[C:23](=[CH:24][CH:25]=[C:26]([C:31]4[CH:36]=[CH:35][C:34]([C:37]5[NH:38][C:39]([CH:42]6[CH2:46][CH:45]([C:47]#[N:48])[CH2:44][N:43]6[C:49](=[O:59])[CH:50]([NH:54][C:55]([O:57][CH3:58])=[O:56])[CH:51]([CH3:53])[CH3:52])=[N:40][CH:41]=5)=[CH:33][CH:32]=4)[CH:27]=3)[CH:22]=2)=[CH:19][N:20]=1)=[O:10])[CH:6]([CH3:8])[CH3:7].C(N1CC[CH2:68][C@H:64]1[C:65](O)=O)#N.COC(NC(C1C=CC=CC=1)C(O)=O)=O, predict the reaction product.